Dataset: Reaction yield outcomes from USPTO patents with 853,638 reactions. Task: Predict the reaction yield, written as a fraction of the theoretical maximum amount of product (1.0 means a 100% yield; for example, 0.34 means a 34% yield). The reactants are N(C(OC(C)C)=O)=NC(OC(C)C)=O.[F:15][C:16]([F:38])([F:37])[CH2:17][CH2:18][CH:19]([C:21]1[CH:26]=[CH:25][C:24]([C:27]2[CH:32]=[CH:31][C:30]([C:33]([F:36])([F:35])[F:34])=[CH:29][CH:28]=2)=[CH:23][CH:22]=1)O.[C:39]([O:43][C:44]([NH:46][C:47]1[CH:56]=[CH:55][C:50]([C:51]([O:53][CH3:54])=[O:52])=[CH:49][N:48]=1)=[O:45])([CH3:42])([CH3:41])[CH3:40].C1(P(C2C=CC=CC=2)C2C=CC=CC=2)C=CC=CC=1. The catalyst is C1COCC1. The product is [C:39]([O:43][C:44]([N:46]([CH:19]([C:21]1[CH:26]=[CH:25][C:24]([C:27]2[CH:32]=[CH:31][C:30]([C:33]([F:36])([F:35])[F:34])=[CH:29][CH:28]=2)=[CH:23][CH:22]=1)[CH2:18][CH2:17][C:16]([F:38])([F:37])[F:15])[C:47]1[CH:56]=[CH:55][C:50]([C:51]([O:53][CH3:54])=[O:52])=[CH:49][N:48]=1)=[O:45])([CH3:42])([CH3:40])[CH3:41]. The yield is 0.210.